Dataset: Forward reaction prediction with 1.9M reactions from USPTO patents (1976-2016). Task: Predict the product of the given reaction. (1) Given the reactants [CH2:1]([O:3][C:4]([C:6]1[C:7]([N:26]2[CH2:31][CH2:30][O:29][CH2:28][CH2:27]2)=[C:8]2[CH:22]=[N:21][N:20]([CH:23]([CH3:25])[CH3:24])[C:9]2=[N:10][C:11]=1OS(C(F)(F)F)(=O)=O)=[O:5])[CH3:2].C([O-])(O)=O.[Na+].[OH:37][C:38]1[CH:39]=[C:40](B(O)O)[CH:41]=[CH:42][CH:43]=1, predict the reaction product. The product is: [CH2:1]([O:3][C:4]([C:6]1[C:7]([N:26]2[CH2:27][CH2:28][O:29][CH2:30][CH2:31]2)=[C:8]2[CH:22]=[N:21][N:20]([CH:23]([CH3:24])[CH3:25])[C:9]2=[N:10][C:11]=1[C:42]1[CH:41]=[CH:40][CH:39]=[C:38]([OH:37])[CH:43]=1)=[O:5])[CH3:2]. (2) Given the reactants [H-].[Na+].[Si:3]([O:10][CH2:11][C:12]1[C:17]([F:18])=[CH:16][N:15]=[C:14]([CH:19]2[CH2:22][CH:21]([OH:23])[CH2:20]2)[CH:13]=1)([C:6]([CH3:9])([CH3:8])[CH3:7])([CH3:5])[CH3:4].[C:24](=[S:26])=[S:25].[CH3:27]I, predict the reaction product. The product is: [Si:3]([O:10][CH2:11][C:12]1[C:17]([F:18])=[CH:16][N:15]=[C:14]([CH:19]2[CH2:20][CH:21]([O:23][C:24]([S:26][CH3:27])=[S:25])[CH2:22]2)[CH:13]=1)([C:6]([CH3:9])([CH3:8])[CH3:7])([CH3:5])[CH3:4].